This data is from Full USPTO retrosynthesis dataset with 1.9M reactions from patents (1976-2016). The task is: Predict the reactants needed to synthesize the given product. Given the product [CH3:1][O:2][C:3](=[O:30])/[CH:4]=[CH:5]/[C:6]1[CH:7]=[C:8]2[C:26](=[CH:27][CH:28]=1)[O:25][C:11]1([CH2:17][CH2:16][CH2:15][N:14]([CH3:18])[CH2:13][CH2:12]1)[CH2:10][C:9]2=[O:29], predict the reactants needed to synthesize it. The reactants are: [CH3:1][O:2][C:3](=[O:30])/[CH:4]=[CH:5]/[C:6]1[CH:7]=[C:8]2[C:26](=[CH:27][CH:28]=1)[O:25][C:11]1([CH2:17][CH2:16][CH2:15][N:14]([C:18](OC(C)(C)C)=O)[CH2:13][CH2:12]1)[CH2:10][C:9]2=[O:29].C=O.[BH-](OC(C)=O)(OC(C)=O)OC(C)=O.[Na+].